This data is from Reaction yield outcomes from USPTO patents with 853,638 reactions. The task is: Predict the reaction yield, written as a fraction of the theoretical maximum amount of product (1.0 means a 100% yield; for example, 0.34 means a 34% yield). (1) The reactants are S(=O)(=O)(O)O.O[C:7]12[CH2:16][CH:11]3[CH2:12][CH:13]([CH2:15][CH:9]([C:10]3=[O:17])[CH2:8]1)[CH2:14]2.[CH3:18]O.[CH:20]([OH:22])=[O:21]. No catalyst specified. The product is [CH3:18][O:21][C:20]([C:7]12[CH2:16][CH:11]3[CH2:12][CH:13]([CH2:15][CH:9]([C:10]3=[O:17])[CH2:8]1)[CH2:14]2)=[O:22]. The yield is 0.870. (2) The reactants are [C:1]([C:3]1[C:8]2[S:9][CH:10]=[CH:11][C:7]=2[C:6]([NH:12][C@H:13]([C@@H:17]([OH:19])[CH3:18])[C:14]([OH:16])=O)=[CH:5][CH:4]=1)#[N:2].[F:20][C:21]1[CH:30]=[CH:29][C:24]([C:25]([NH:27][NH2:28])=[O:26])=[CH:23][CH:22]=1.C1C=CC2N(O)N=NC=2C=1.C(Cl)CCl.CCN(CC)CC. The yield is 0.710. The catalyst is C1COCC1.CN(C=O)C. The product is [C:1]([C:3]1[C:8]2[S:9][CH:10]=[CH:11][C:7]=2[C:6]([NH:12][C@H:13]([C@@H:17]([OH:19])[CH3:18])[C:14]([NH:28][NH:27][C:25](=[O:26])[C:24]2[CH:23]=[CH:22][C:21]([F:20])=[CH:30][CH:29]=2)=[O:16])=[CH:5][CH:4]=1)#[N:2]. (3) The reactants are BrCCBr.[CH3:5][O:6][C:7](=[O:19])[C@H:8]([CH2:17]I)[NH:9][C:10]([O:12][C:13]([CH3:16])([CH3:15])[CH3:14])=[O:11].Br[C:21]1[CH:22]=[CH:23][C:24]([C:27]([F:30])([F:29])[F:28])=[N:25][CH:26]=1. The catalyst is CN(C=O)C.[Zn].Cl[Si](C)(C)C. The product is [C:13]([O:12][C:10]([NH:9][C@@H:8]([CH2:17][C:21]1[CH:26]=[N:25][C:24]([C:27]([F:30])([F:29])[F:28])=[CH:23][CH:22]=1)[C:7]([O:6][CH3:5])=[O:19])=[O:11])([CH3:16])([CH3:15])[CH3:14]. The yield is 0.930. (4) The catalyst is C1COCC1. The product is [Cl:1][C:2]1[CH:7]=[CH:6][C:5]([CH3:8])=[C:4]([CH2:12][C@H:13]([OH:14])[CH3:16])[CH:3]=1. The reactants are [Cl:1][C:2]1[CH:7]=[CH:6][C:5]([CH3:8])=[C:4](I)[CH:3]=1.N#N.[CH3:12][CH2:13][OH:14].[Li][CH:16](CC)C.C1CCCCC1.B(F)(F)F.C(OCC)C. The yield is 0.380. (5) The reactants are [Br:1][C:2]1[CH:3]=[C:4]2[C:8](=[CH:9][CH:10]=1)[NH:7][C:6](=[O:11])[C:5]2=O.[NH:13]1[C:17]([C:18]2[CH:27]=[CH:26][C:21]([C:22]([NH:24][NH2:25])=[O:23])=[CH:20][CH:19]=2)=[N:16][N:15]=[N:14]1. The catalyst is C(O)(=O)C. The product is [Br:1][C:2]1[CH:3]=[C:4]2[C:8](=[CH:9][CH:10]=1)[NH:7][C:6](=[O:11])[C:5]2=[N:25][NH:24][C:22](=[O:23])[C:21]1[CH:26]=[CH:27][C:18]([C:17]2[NH:16][N:15]=[N:14][N:13]=2)=[CH:19][CH:20]=1. The yield is 0.530.